From a dataset of Catalyst prediction with 721,799 reactions and 888 catalyst types from USPTO. Predict which catalyst facilitates the given reaction. (1) Reactant: C1(P(C2CCCCC2)C2C=CC=CC=2C2C(C(C)C)=CC(C(C)C)=CC=2C(C)C)CCCCC1.[O:35]1[CH2:40][CH2:39][N:38]([C:41]2[C:46]([NH2:47])=[CH:45][C:44]([N:48]3[CH2:53][CH2:52][O:51][CH2:50][CH2:49]3)=[CH:43][N:42]=2)[CH2:37][CH2:36]1.Cl[C:55]1[C:64]2[C:59](=[C:60]([Cl:66])[CH:61]=[CH:62][C:63]=2[F:65])[N:58]=[C:57]([C:67]2[CH:72]=[CH:71][CH:70]=[CH:69][N:68]=2)[C:56]=1[CH3:73].CC(C)([O-])C.[Na+]. The catalyst class is: 101. Product: [Cl:66][C:60]1[CH:61]=[CH:62][C:63]([F:65])=[C:64]2[C:59]=1[N:58]=[C:57]([C:67]1[CH:72]=[CH:71][CH:70]=[CH:69][N:68]=1)[C:56]([CH3:73])=[C:55]2[NH:47][C:46]1[C:41]([N:38]2[CH2:39][CH2:40][O:35][CH2:36][CH2:37]2)=[N:42][CH:43]=[C:44]([N:48]2[CH2:49][CH2:50][O:51][CH2:52][CH2:53]2)[CH:45]=1. (2) Reactant: C(OC([N:8]1[CH2:13][CH2:12][N:11]([C:14]2[CH:15]=[N:16][C:17]([NH:20][C:21]3[N:30]=[CH:29][C:28]4[N:27]=[C:26]([CH2:31][CH3:32])[C:25](=[O:33])[N:24]([CH:34]5[CH2:38][CH2:37][CH2:36][CH2:35]5)[C:23]=4[N:22]=3)=[CH:18][CH:19]=2)[CH2:10][CH2:9]1)=O)(C)(C)C.FC(F)(F)C(O)=O. Product: [CH:34]1([N:24]2[C:23]3[N:22]=[C:21]([NH:20][C:17]4[CH:18]=[CH:19][C:14]([N:11]5[CH2:10][CH2:9][NH:8][CH2:13][CH2:12]5)=[CH:15][N:16]=4)[N:30]=[CH:29][C:28]=3[N:27]=[C:26]([CH2:31][CH3:32])[C:25]2=[O:33])[CH2:38][CH2:37][CH2:36][CH2:35]1. The catalyst class is: 2. (3) Reactant: Cl.[CH:2]([O:5][NH2:6])([CH3:4])[CH3:3].Cl[C:8]1[C:17]2[C:12](=[CH:13][CH:14]=[CH:15][CH:16]=2)[N:11]=[CH:10][C:9]=1[NH:18][C:19](=O)[CH3:20]. Product: [CH:2]([O:5][N:6]1[C:8]2[C:17]3[CH:16]=[CH:15][CH:14]=[CH:13][C:12]=3[N:11]=[CH:10][C:9]=2[N:18]=[C:19]1[CH3:20])([CH3:4])[CH3:3]. The catalyst class is: 8. (4) Reactant: [CH3:1][C:2]1[CH:7]=[C:6]([N+:8]([O-])=O)[C:5]([CH3:11])=[CH:4][C:3]=1[C:12]1[CH2:21][CH2:20][C:15]2([O:19][CH2:18][CH2:17][O:16]2)[CH2:14][CH:13]=1. The catalyst class is: 50. Product: [CH3:11][C:5]1[CH:4]=[C:3]([CH:12]2[CH2:21][CH2:20][C:15]3([O:19][CH2:18][CH2:17][O:16]3)[CH2:14][CH2:13]2)[C:2]([CH3:1])=[CH:7][C:6]=1[NH2:8]. (5) Reactant: [N+:1]([C:4]1[N:5]=[CH:6][C:7]([CH:10](C(OCC)=O)[C:11]([O:13][C:14](C)(C)[CH3:15])=[O:12])=[N:8][CH:9]=1)([O-:3])=[O:2]. Product: [N+:1]([C:4]1[N:5]=[CH:6][C:7]([CH2:10][C:11]([O:13][CH2:14][CH3:15])=[O:12])=[N:8][CH:9]=1)([O-:3])=[O:2]. The catalyst class is: 137. (6) Reactant: [C:1]([O:5][C@@H:6]([C:12]1[C:13]([CH3:44])=[N:14][C:15]2[N:16]([N:26]=[C:27]([C:29](=O)[NH:30][CH2:31][C:32](=O)[CH2:33][CH2:34][C:35]3[CH:40]=[CH:39][C:38]([F:41])=[CH:37][CH:36]=3)[CH:28]=2)[C:17]=1[N:18]1[CH2:23][CH2:22][C:21]([CH3:25])([CH3:24])[CH2:20][CH2:19]1)[C:7]([O:9]CC)=[O:8])([CH3:4])([CH3:3])[CH3:2].COC1C=CC(P2(SP(C3C=CC(OC)=CC=3)(=S)S2)=[S:54])=CC=1. Product: [C:1]([O:5][C@@H:6]([C:12]1[C:13]([CH3:44])=[N:14][C:15]2[N:16]([N:26]=[C:27]([C:29]3[S:54][C:32]([CH2:33][CH2:34][C:35]4[CH:40]=[CH:39][C:38]([F:41])=[CH:37][CH:36]=4)=[CH:31][N:30]=3)[CH:28]=2)[C:17]=1[N:18]1[CH2:23][CH2:22][C:21]([CH3:25])([CH3:24])[CH2:20][CH2:19]1)[C:7]([OH:9])=[O:8])([CH3:4])([CH3:3])[CH3:2]. The catalyst class is: 11.